Dataset: Catalyst prediction with 721,799 reactions and 888 catalyst types from USPTO. Task: Predict which catalyst facilitates the given reaction. (1) Reactant: [N:1]1([CH2:7][CH2:8][CH2:9][C:10]([OH:12])=[O:11])[CH2:6][CH2:5][CH2:4][CH2:3][CH2:2]1.C1N=CN(C(N2C=NC=C2)=O)C=1.Cl.[F:26][C:27]1[C:31]([C:32]2[CH:33]=[C:34]3[C:39](=[CH:40][CH:41]=2)[N:38]=[CH:37][CH:36]=[CH:35]3)=[N:30][NH:29][C:28]=1[NH3+:42].CCN(CC)CC. Product: [CH:10]([OH:12])=[O:11].[F:26][C:27]1[C:31]([C:32]2[CH:33]=[C:34]3[C:39](=[CH:40][CH:41]=2)[N:38]=[CH:37][CH:36]=[CH:35]3)=[N:30][NH:29][C:28]=1[NH:42][C:10](=[O:12])[CH2:9][CH2:8][CH2:7][N:1]1[CH2:2][CH2:3][CH2:4][CH2:5][CH2:6]1. The catalyst class is: 26. (2) Reactant: [Sn](Cl)Cl.[N+](=[CH:6][C:7]([O:9][CH2:10][CH3:11])=[O:8])=[N-].[O:12]=[CH:13][CH2:14][CH2:15][O:16][C:17](=[O:19])[CH3:18]. Product: [CH2:10]([O:9][C:7](=[O:8])[CH2:6][C:13](=[O:12])[CH2:14][CH2:15][O:16][C:17](=[O:19])[CH3:18])[CH3:11]. The catalyst class is: 2.